This data is from Forward reaction prediction with 1.9M reactions from USPTO patents (1976-2016). The task is: Predict the product of the given reaction. (1) Given the reactants [Cl:1][C:2]1[CH:7]=[CH:6][C:5]([S:8]([NH:11][C@@H:12]2[CH2:17][CH2:16][CH2:15][CH2:14][C@H:13]2[C:18]([OH:20])=O)(=[O:10])=[O:9])=[CH:4][CH:3]=1.F[B-](F)(F)F.C[N+](C)=C(N(C)C)O.C(N(C(C)C)C(C)C)C.[NH2:43][CH:44]([C:47]1[CH:52]=[CH:51][CH:50]=[C:49]([OH:53])[CH:48]=1)[C:45]#[N:46], predict the reaction product. The product is: [C:45]([CH:44]([NH:43][C:18]([C@@H:13]1[CH2:14][CH2:15][CH2:16][CH2:17][C@H:12]1[NH:11][S:8]([C:5]1[CH:4]=[CH:3][C:2]([Cl:1])=[CH:7][CH:6]=1)(=[O:9])=[O:10])=[O:20])[C:47]1[CH:52]=[CH:51][CH:50]=[C:49]([OH:53])[CH:48]=1)#[N:46]. (2) The product is: [Cl:12][S:13]([C:7]1[CH:6]=[C:5]([N+:8]([O-:10])=[O:9])[CH:4]=[C:3]([CH3:11])[C:2]=1[F:1])(=[O:15])=[O:14]. Given the reactants [F:1][C:2]1[CH:7]=[CH:6][C:5]([N+:8]([O-:10])=[O:9])=[CH:4][C:3]=1[CH3:11].[Cl:12][S:13](O)(=[O:15])=[O:14], predict the reaction product. (3) Given the reactants [CH3:1][C:2]1[CH:10]=[CH:9][C:5]([C:6]([NH2:8])=O)=[CH:4][C:3]=1[B:11]1[O:15][C:14]([CH3:17])([CH3:16])[C:13]([CH3:19])([CH3:18])[O:12]1.[N-:20]=[N+:21]=[N-:22].[Na+].O1CCOCC1.[Si](Cl)(Cl)(Cl)Cl, predict the reaction product. The product is: [CH3:1][C:2]1[CH:10]=[CH:9][C:5]([C:6]2[NH:22][N:21]=[N:20][N:8]=2)=[CH:4][C:3]=1[B:11]1[O:15][C:14]([CH3:17])([CH3:16])[C:13]([CH3:19])([CH3:18])[O:12]1. (4) Given the reactants [N:1]1[CH:6]=[CH:5][CH:4]=[C:3]([CH2:7][NH:8][C:9]([C:11]2[S:15][C:14]([C:16]3[NH:17][N:18]=[CH:19][CH:20]=3)=[N:13][C:12]=2[CH3:21])=[O:10])[CH:2]=1.Br[CH2:23][C:24]1[CH:29]=[CH:28][C:27]([N:30]2[CH:34]=[CH:33][CH:32]=[N:31]2)=[CH:26][CH:25]=1, predict the reaction product. The product is: [N:1]1[CH:6]=[CH:5][CH:4]=[C:3]([CH2:7][NH:8][C:9]([C:11]2[S:15][C:14]([C:16]3[CH:20]=[CH:19][N:18]([CH2:23][C:24]4[CH:25]=[CH:26][C:27]([N:30]5[CH:34]=[CH:33][CH:32]=[N:31]5)=[CH:28][CH:29]=4)[N:17]=3)=[N:13][C:12]=2[CH3:21])=[O:10])[CH:2]=1.